From a dataset of Full USPTO retrosynthesis dataset with 1.9M reactions from patents (1976-2016). Predict the reactants needed to synthesize the given product. (1) Given the product [Cl:6][C:7]1[C:8]([F:16])=[C:9]2[C:10](=[CH:11][CH:12]=1)[C:3](=[O:2])[NH:4][CH2:14][CH2:13]2, predict the reactants needed to synthesize it. The reactants are: C[O:2][C:3](=O)[NH2:4].[Cl:6][C:7]1[C:8]([F:16])=[C:9]([CH2:13][CH2:14]N)[CH:10]=[CH:11][CH:12]=1. (2) Given the product [CH2:10]([O:9][CH:7]=[CH:8][C:1](=[O:5])[C:2]([Cl:4])=[O:3])[CH3:11], predict the reactants needed to synthesize it. The reactants are: [C:1](Cl)(=[O:5])[C:2]([Cl:4])=[O:3].[CH:7]([O:9][CH2:10][CH3:11])=[CH2:8].